Dataset: Reaction yield outcomes from USPTO patents with 853,638 reactions. Task: Predict the reaction yield, written as a fraction of the theoretical maximum amount of product (1.0 means a 100% yield; for example, 0.34 means a 34% yield). (1) The reactants are Cl[C:2]1[N:7]=[C:6]([C:8]([F:11])([F:10])[F:9])[CH:5]=[CH:4][N:3]=1.[Br:12][C:13]1[CH:14]=[C:15]([CH:17]=[C:18]([C:20]([F:23])([F:22])[F:21])[CH:19]=1)[NH2:16].O.C1(C)C=CC(S(O)(=O)=O)=CC=1. The catalyst is O1CCOCC1.C(OCC)(=O)C.C(OCC)C. The product is [Br:12][C:13]1[CH:14]=[C:15]([NH:16][C:2]2[N:7]=[C:6]([C:8]([F:11])([F:10])[F:9])[CH:5]=[CH:4][N:3]=2)[CH:17]=[C:18]([C:20]([F:22])([F:23])[F:21])[CH:19]=1. The yield is 0.870. (2) The reactants are C([Li])CCC.[CH:6]([NH:9][CH:10]([CH3:12])C)([CH3:8])C.FC1[C:19]([I:20])=CC=CN=1.[C:21](O[C:21](=O)[CH:22]([CH3:24])[CH3:23])(=O)[CH:22]([CH3:24])[CH3:23].O.[NH2:33][NH2:34]. The catalyst is CCCCCC.O1CCCC1.O.C(OCC)(=O)C. The product is [I:20][C:19]1[CH:8]=[CH:6][N:9]=[C:10]2[NH:33][N:34]=[C:21]([CH:22]([CH3:24])[CH3:23])[C:12]=12. The yield is 0.420.